This data is from Catalyst prediction with 721,799 reactions and 888 catalyst types from USPTO. The task is: Predict which catalyst facilitates the given reaction. (1) Reactant: [CH:1]1[CH:2]=[C:3]([CH2:6][NH:7][C:8]2[C:13]([C:14]([OH:16])=[O:15])=[CH:12][C:11]([S:17]([NH2:20])(=[O:19])=[O:18])=[C:10]([Cl:21])[CH:9]=2)[O:4][CH:5]=1.Cl[CH2:23][C:24]#[N:25]. Product: [NH2:20][S:17]([C:11]1[C:10]([Cl:21])=[CH:9][C:8]([NH:7][CH2:6][C:3]2[O:4][CH:5]=[CH:1][CH:2]=2)=[C:13]([CH:12]=1)[C:14]([O:16][CH2:23][C:24]#[N:25])=[O:15])(=[O:19])=[O:18]. The catalyst class is: 3. (2) Reactant: [C:1]([C:3]1[CH:8]=[CH:7][CH:6]=[CH:5][C:4]=1[C:9]1[C:10](=[O:30])[N:11]([C:24]2[CH:29]=[CH:28][CH:27]=[CH:26][CH:25]=2)[CH:12]=[C:13]([C:15]2[CH:20]=[CH:19][CH:18]=[CH:17][C:16]=2[N+:21]([O-])=O)[CH:14]=1)#[N:2].[H][H]. Product: [NH2:21][C:16]1[CH:17]=[CH:18][CH:19]=[CH:20][C:15]=1[C:13]1[CH:14]=[C:9]([C:4]2[CH:5]=[CH:6][CH:7]=[CH:8][C:3]=2[C:1]#[N:2])[C:10](=[O:30])[N:11]([C:24]2[CH:29]=[CH:28][CH:27]=[CH:26][CH:25]=2)[CH:12]=1. The catalyst class is: 586. (3) Product: [F:4][CH2:3][CH2:2][O:5][C:6]1[CH:7]=[C:8]([CH:11]=[CH:12][CH:13]=1)[CH:9]=[O:10]. Reactant: Br[CH2:2][CH2:3][F:4].[OH:5][C:6]1[CH:7]=[C:8]([CH:11]=[CH:12][CH:13]=1)[CH:9]=[O:10].C([O-])([O-])=O.[K+].[K+]. The catalyst class is: 131. (4) Reactant: [N+:1]([O-:4])(O)=[O:2].[Br:5][C:6]1[C:11]([CH3:12])=[CH:10][CH:9]=[CH:8][C:7]=1[CH3:13]. Product: [CH3:13][C:7]1[C:8]([N+:1]([O-:4])=[O:2])=[CH:9][CH:10]=[C:11]([CH3:12])[C:6]=1[Br:5]. The catalyst class is: 15. (5) Product: [CH3:14][O:15][C:16]1[CH:23]=[CH:22][C:19]([CH2:20][N:2]2[C:3]([C:10]([O:12][CH3:13])=[O:11])=[C:4]([C:6]([O:8][CH3:9])=[O:7])[CH:5]=[N:1]2)=[CH:18][CH:17]=1.[CH3:14][O:15][C:16]1[CH:23]=[CH:22][C:19]([CH2:20][N:1]2[CH:5]=[C:4]([C:6]([O:8][CH3:9])=[O:7])[C:3]([C:10]([O:12][CH3:13])=[O:11])=[N:2]2)=[CH:18][CH:17]=1. The catalyst class is: 49. Reactant: [NH:1]1[CH:5]=[C:4]([C:6]([O:8][CH3:9])=[O:7])[C:3]([C:10]([O:12][CH3:13])=[O:11])=[N:2]1.[CH3:14][O:15][C:16]1[CH:23]=[CH:22][C:19]([CH2:20]O)=[CH:18][CH:17]=1.C1(P(C2C=CC=CC=2)C2C=CC=CC=2)C=CC=CC=1.CC(OC(/N=N/C(OC(C)C)=O)=O)C. (6) Reactant: [C:1]([CH2:3][C:4](O)=[O:5])#[N:2].C(Cl)(=O)C(Cl)=O.[NH2:13][C:14]([C:21]1[CH:26]=[CH:25][C:24]([O:27][CH2:28][CH2:29][CH2:30][CH3:31])=[CH:23][CH:22]=1)([CH3:20])[CH2:15][C:16]([O:18][CH3:19])=[O:17].N1C=CC=CC=1. Product: [CH2:28]([O:27][C:24]1[CH:23]=[CH:22][C:21]([C:14]([NH:13][C:4](=[O:5])[CH2:3][C:1]#[N:2])([CH3:20])[CH2:15][C:16]([O:18][CH3:19])=[O:17])=[CH:26][CH:25]=1)[CH2:29][CH2:30][CH3:31]. The catalyst class is: 59.